Dataset: Full USPTO retrosynthesis dataset with 1.9M reactions from patents (1976-2016). Task: Predict the reactants needed to synthesize the given product. (1) Given the product [CH3:1][C:2]1[C:3]([CH2:14][S@:15]([C:17]2[N:18]([CH2:26][OH:27])[C:19]3[CH:25]=[CH:24][CH:23]=[CH:22][C:20]=3[N:21]=2)=[O:16])=[N:4][CH:5]=[CH:6][C:7]=1[O:8][CH2:9][C:10]([F:13])([F:11])[F:12], predict the reactants needed to synthesize it. The reactants are: [CH3:1][C:2]1[C:3]([CH2:14][S@:15]([C:17]2[NH:21][C:20]3[CH:22]=[CH:23][CH:24]=[CH:25][C:19]=3[N:18]=2)=[O:16])=[N:4][CH:5]=[CH:6][C:7]=1[O:8][CH2:9][C:10]([F:13])([F:12])[F:11].[CH2:26]=[O:27]. (2) Given the product [NH:15]1[CH:16]=[CH:17][C:13]([NH:12][C:4]2[N:3]=[C:2]([C:21]3[CH:22]=[CH:23][N:18]=[CH:19][CH:20]=3)[C:11]3[C:6]([CH:5]=2)=[CH:7][CH:8]=[CH:9][CH:10]=3)=[N:14]1, predict the reactants needed to synthesize it. The reactants are: Cl[C:2]1[C:11]2[C:6](=[CH:7][CH:8]=[CH:9][CH:10]=2)[CH:5]=[C:4]([NH:12][C:13]2[CH:17]=[CH:16][NH:15][N:14]=2)[N:3]=1.[N:18]1[CH:23]=[CH:22][C:21](B(O)O)=[CH:20][CH:19]=1. (3) Given the product [CH:10]1([NH:13][CH:1]([C:4]2[CH:9]=[CH:8][CH:7]=[CH:6][N:5]=2)[CH3:2])[CH2:12][CH2:11]1, predict the reactants needed to synthesize it. The reactants are: [C:1]([C:4]1[CH:9]=[CH:8][CH:7]=[CH:6][N:5]=1)(=O)[CH3:2].[CH:10]1([NH2:13])[CH2:12][CH2:11]1.O1CCCC1.C([BH3-])#N. (4) Given the product [NH:31]1[C:35]([CH2:36][C:37]2[N:38]([C:49]3[CH:50]=[CH:51][C:52]([C:62]([NH2:1])=[O:65])=[CH:53][C:71]=3[CH3:72])[C:39]([C:42]3[CH:47]=[CH:46][C:45]([Br:48])=[CH:44][CH:43]=3)=[CH:40][CH:41]=2)=[N:34][N:33]=[N:32]1, predict the reactants needed to synthesize it. The reactants are: [NH:1]1C(CC2N(C3C=CC(O)=CC=3)C(C3C=CC(N4C=CN=C4C)=CC=3)=CC=2)=NN=N1.[NH:31]1[C:35]([CH2:36][C:37]2[N:38]([C:49]3C=[CH:53][C:52](O)=[CH:51][CH:50]=3)[C:39]([C:42]3[CH:47]=[CH:46][C:45]([Br:48])=[CH:44][CH:43]=3)=[CH:40][CH:41]=2)=[N:34][N:33]=[N:32]1.CC1NC=CN=1.[C:62]([O-:65])([O-])=O.[Cs+].[Cs+].CC(=O)O[CH2:71][CH3:72]. (5) Given the product [CH2:26]([O:25][C:7]1[C:8]([C:10]2[O:11][C:12]3[CH:18]=[CH:17][C:16]([C:19]4[CH:24]=[CH:23][CH:22]=[CH:21][CH:20]=4)=[CH:15][C:13]=3[N:14]=2)=[CH:9][C:4]([N:1]2[C:38](=[O:39])[C:32]3[C:31](=[CH:30][CH:29]=[C:34]([C:35]([OH:37])=[O:36])[CH:33]=3)[C:41]2=[O:40])=[CH:5][CH:6]=1)[CH2:27][CH3:28], predict the reactants needed to synthesize it. The reactants are: [N+:1]([C:4]1[CH:5]=[CH:6][C:7]([O:25][CH2:26][CH2:27][CH3:28])=[C:8]([C:10]2[O:11][C:12]3[CH:18]=[CH:17][C:16]([C:19]4[CH:24]=[CH:23][CH:22]=[CH:21][CH:20]=4)=[CH:15][C:13]=3[N:14]=2)[CH:9]=1)([O-])=O.[CH:29]1[C:34]([C:35]([OH:37])=[O:36])=[CH:33][C:32]2[C:38]([O:40][C:41](=O)[C:31]=2[CH:30]=1)=[O:39]. (6) Given the product [NH2:1][C:4]1[CH:5]=[C:6]([CH2:10][S:11]([NH2:14])(=[O:12])=[O:13])[CH:7]=[CH:8][CH:9]=1, predict the reactants needed to synthesize it. The reactants are: [N+:1]([C:4]1[CH:5]=[C:6]([CH2:10][S:11]([NH-:14])(=[O:13])=[O:12])[CH:7]=[CH:8][CH:9]=1)([O-])=O.